From a dataset of Full USPTO retrosynthesis dataset with 1.9M reactions from patents (1976-2016). Predict the reactants needed to synthesize the given product. (1) Given the product [Cl:15][C:16]1[CH:21]=[CH:20][CH:19]=[C:18]([CH3:22])[C:17]=1[S:23]([N:6]1[CH2:5][CH2:4][N:3]2[CH:7]=[CH:8][CH:9]=[C:2]2[CH:1]1[C:10]([O:12][CH2:13][CH3:14])=[O:11])(=[O:24])=[O:25], predict the reactants needed to synthesize it. The reactants are: [CH:1]1([C:10]([O:12][CH2:13][CH3:14])=[O:11])[NH:6][CH2:5][CH2:4][N:3]2[CH:7]=[CH:8][CH:9]=[C:2]12.[Cl:15][C:16]1[CH:21]=[CH:20][CH:19]=[C:18]([CH3:22])[C:17]=1[S:23](Cl)(=[O:25])=[O:24]. (2) Given the product [CH3:15][O:14][CH2:13][O:12][C:4]1[CH:3]=[C:2]([S:67][CH2:68][CH2:69][C:70]([O:72][CH3:73])=[O:71])[CH:7]=[N:6][C:5]=1[O:8][CH2:9][O:10][CH3:11], predict the reactants needed to synthesize it. The reactants are: Br[C:2]1[CH:3]=[C:4]([O:12][CH2:13][O:14][CH3:15])[C:5]([O:8][CH2:9][O:10][CH3:11])=[N:6][CH:7]=1.CCN(C(C)C)C(C)C.CC1(C)C2C(=C(P(C3C=CC=CC=3)C3C=CC=CC=3)C=CC=2)OC2C(P(C3C=CC=CC=3)C3C=CC=CC=3)=CC=CC1=2.[SH:67][CH2:68][CH2:69][C:70]([O:72][CH3:73])=[O:71]. (3) The reactants are: [CH2:1]([NH:5][C:6](=[O:31])[C:7]1[CH:12]=[CH:11][C:10]([C:13]2[CH2:17][C:16]([C:22]3[CH:27]=[C:26]([Cl:28])[CH:25]=[C:24]([Cl:29])[CH:23]=3)([C:18]([F:21])([F:20])[F:19])[O:15][N:14]=2)=[CH:9][C:8]=1[CH3:30])[CH2:2][CH2:3][CH3:4].C(NC(C)C)(C)C.C([Li])CCC. Given the product [CH2:1]([NH:5][C:6](=[O:31])[C:7]1[CH:12]=[CH:11][C:10]([C:13](=[N:14][OH:15])[CH:17]=[C:16]([C:22]2[CH:27]=[C:26]([Cl:28])[CH:25]=[C:24]([Cl:29])[CH:23]=2)[C:18]([F:19])([F:21])[F:20])=[CH:9][C:8]=1[CH3:30])[CH2:2][CH2:3][CH3:4], predict the reactants needed to synthesize it. (4) Given the product [Cl:20][C:11]1[N:10]=[C:9]([CH3:21])[C:8]([CH2:7][OH:6])=[C:13]([O:14][CH:15]2[CH2:19][CH2:18][CH2:17][CH2:16]2)[CH:12]=1, predict the reactants needed to synthesize it. The reactants are: C1([O:6][C:7](=O)[C:8]2[C:13]([O:14][CH:15]3[CH2:19][CH2:18][CH2:17][CH2:16]3)=[CH:12][C:11]([Cl:20])=[N:10][C:9]=2[CH3:21])CCCC1.[H-].[Al+3].[Li+].[H-].[H-].[H-].C([O-])(=O)C(C(C([O-])=O)O)O.[K+].[Na+]. (5) Given the product [F:1][C:2]1[C:3]([O:27][CH2:35][C:36]2[CH:41]=[CH:40][CH:39]=[CH:38][CH:37]=2)=[CH:4][CH:5]=[C:6]2[C:11]=1[C:10]([CH3:13])([CH3:12])[C:9](=[O:14])[C:8]([C:15]([NH:17][CH2:18][C:19]([O:21][C:22]([CH3:25])([CH3:24])[CH3:23])=[O:20])=[O:16])=[C:7]2[OH:26], predict the reactants needed to synthesize it. The reactants are: [F:1][C:2]1[C:3]([OH:27])=[CH:4][CH:5]=[C:6]2[C:11]=1[C:10]([CH3:13])([CH3:12])[C:9](=[O:14])[C:8]([C:15]([NH:17][CH2:18][C:19]([O:21][C:22]([CH3:25])([CH3:24])[CH3:23])=[O:20])=[O:16])=[C:7]2[OH:26].C([O-])([O-])=O.[K+].[K+].Br[CH2:35][C:36]1[CH:41]=[CH:40][CH:39]=[CH:38][CH:37]=1. (6) Given the product [CH3:1][O:2][C:3]1[CH:9]=[CH:8][C:6]([O:7][CH:3]([CH2:9][CH2:8][CH3:6])[CH:4]=[CH2:5])=[CH:5][CH:4]=1, predict the reactants needed to synthesize it. The reactants are: [CH3:1][O:2][C:3]1[CH:9]=[CH:8][C:6]([O-:7])=[CH:5][CH:4]=1.[Li+]. (7) Given the product [Br:18][C:2]1[CH:3]=[C:4]([C:11]([O:13][CH2:14][CH3:15])=[O:12])[C:5]2[CH:10]=[N:9][NH:8][C:6]=2[N:7]=1, predict the reactants needed to synthesize it. The reactants are: O[C:2]1[CH:3]=[C:4]([C:11]([O:13][CH2:14][CH3:15])=[O:12])[C:5]2[CH:10]=[N:9][NH:8][C:6]=2[N:7]=1.P(Br)(Br)([Br:18])=O.C([O-])([O-])=O.[Na+].[Na+].